Dataset: NCI-60 drug combinations with 297,098 pairs across 59 cell lines. Task: Regression. Given two drug SMILES strings and cell line genomic features, predict the synergy score measuring deviation from expected non-interaction effect. (1) Drug 1: C1=C(C(=O)NC(=O)N1)N(CCCl)CCCl. Drug 2: CC1C(C(=O)NC(C(=O)N2CCCC2C(=O)N(CC(=O)N(C(C(=O)O1)C(C)C)C)C)C(C)C)NC(=O)C3=C4C(=C(C=C3)C)OC5=C(C(=O)C(=C(C5=N4)C(=O)NC6C(OC(=O)C(N(C(=O)CN(C(=O)C7CCCN7C(=O)C(NC6=O)C(C)C)C)C)C(C)C)C)N)C. Cell line: SF-539. Synergy scores: CSS=53.4, Synergy_ZIP=4.33, Synergy_Bliss=7.04, Synergy_Loewe=8.73, Synergy_HSA=7.65. (2) Drug 1: C1CCN(CC1)CCOC2=CC=C(C=C2)C(=O)C3=C(SC4=C3C=CC(=C4)O)C5=CC=C(C=C5)O. Drug 2: C1CCC(C1)C(CC#N)N2C=C(C=N2)C3=C4C=CNC4=NC=N3. Cell line: IGROV1. Synergy scores: CSS=6.09, Synergy_ZIP=-2.04, Synergy_Bliss=2.31, Synergy_Loewe=0.713, Synergy_HSA=1.58. (3) Drug 1: CC(CN1CC(=O)NC(=O)C1)N2CC(=O)NC(=O)C2. Drug 2: C1C(C(OC1N2C=C(C(=O)NC2=O)F)CO)O. Cell line: SK-MEL-28. Synergy scores: CSS=6.24, Synergy_ZIP=-10.1, Synergy_Bliss=-10.6, Synergy_Loewe=-8.49, Synergy_HSA=-7.34. (4) Drug 1: CS(=O)(=O)CCNCC1=CC=C(O1)C2=CC3=C(C=C2)N=CN=C3NC4=CC(=C(C=C4)OCC5=CC(=CC=C5)F)Cl. Drug 2: C1=NC2=C(N1)C(=S)N=CN2. Cell line: UACC-257. Synergy scores: CSS=11.7, Synergy_ZIP=-9.97, Synergy_Bliss=-13.7, Synergy_Loewe=-13.6, Synergy_HSA=-11.4. (5) Drug 1: CC1=C(C=C(C=C1)NC(=O)C2=CC=C(C=C2)CN3CCN(CC3)C)NC4=NC=CC(=N4)C5=CN=CC=C5. Drug 2: CS(=O)(=O)CCNCC1=CC=C(O1)C2=CC3=C(C=C2)N=CN=C3NC4=CC(=C(C=C4)OCC5=CC(=CC=C5)F)Cl. Cell line: A549. Synergy scores: CSS=-6.00, Synergy_ZIP=1.33, Synergy_Bliss=0.905, Synergy_Loewe=-15.5, Synergy_HSA=-8.37.